From a dataset of Catalyst prediction with 721,799 reactions and 888 catalyst types from USPTO. Predict which catalyst facilitates the given reaction. (1) Reactant: O[C:2]1[C:11]([I:12])=[C:10]([OH:13])[C:9]2[C:4](=[CH:5][CH:6]=[CH:7][CH:8]=2)[C:3]=1[C:14]([O:16][CH2:17][C:18]1[CH:23]=[CH:22][CH:21]=[CH:20][CH:19]=1)=[O:15].S([O:29][CH3:30])(OC)(=O)=O.[C:31](=O)([O-])[O-].[K+].[K+]. Product: [CH2:17]([O:16][C:14]([C:3]1[C:4]2[C:9](=[CH:8][CH:7]=[CH:6][CH:5]=2)[C:10]([O:13][CH3:31])=[C:11]([I:12])[C:2]=1[O:29][CH3:30])=[O:15])[C:18]1[CH:23]=[CH:22][CH:21]=[CH:20][CH:19]=1. The catalyst class is: 21. (2) Reactant: [NH:1]1[CH2:6][CH2:5][O:4][CH2:3][CH2:2]1.[C:7]([O:11][C:12](=[O:24])[NH:13][CH:14]1[CH2:19][CH2:18][N:17]([CH2:20][CH:21]2[CH2:23][S:22]2)[CH2:16][CH2:15]1)([CH3:10])([CH3:9])[CH3:8]. Product: [C:7]([O:11][C:12](=[O:24])[NH:13][CH:14]1[CH2:15][CH2:16][N:17]([CH2:20][CH:21]([SH:22])[CH2:23][N:1]2[CH2:6][CH2:5][O:4][CH2:3][CH2:2]2)[CH2:18][CH2:19]1)([CH3:9])([CH3:8])[CH3:10]. The catalyst class is: 8. (3) The catalyst class is: 60. Product: [CH2:25]([N:3]1[C:2]([N:29]2[CH2:34][CH2:33][NH:32][CH2:31][CH2:30]2)=[N:10][C:9]2[C:4]1=[N:5][C:6]([C:18]1[CH:19]=[N:20][C:21]([NH2:24])=[N:22][CH:23]=1)=[N:7][C:8]=2[N:11]1[CH2:16][CH2:15][O:14][CH2:13][C@@H:12]1[CH3:17])[CH:26]([CH3:28])[CH3:27]. Reactant: Cl[C:2]1[N:3]([CH2:25][CH:26]([CH3:28])[CH3:27])[C:4]2[C:9]([N:10]=1)=[C:8]([N:11]1[CH2:16][CH2:15][O:14][CH2:13][C@@H:12]1[CH3:17])[N:7]=[C:6]([C:18]1[CH:19]=[N:20][C:21]([NH2:24])=[N:22][CH:23]=1)[N:5]=2.[NH:29]1[CH2:34][CH2:33][NH:32][CH2:31][CH2:30]1. (4) Reactant: [NH2:1][NH2:2].C[O:4][C:5]([CH:7]([CH:17]1[CH2:22][CH2:21][N:20]([C:23]([O:25][CH2:26][C:27]2[CH:32]=[CH:31][CH:30]=[CH:29][CH:28]=2)=[O:24])[CH2:19][CH2:18]1)[CH2:8][C:9](=O)[C:10]1[CH:15]=[CH:14][CH:13]=[CH:12][CH:11]=1)=O. Product: [O:4]=[C:5]1[CH:7]([CH:17]2[CH2:22][CH2:21][N:20]([C:23]([O:25][CH2:26][C:27]3[CH:32]=[CH:31][CH:30]=[CH:29][CH:28]=3)=[O:24])[CH2:19][CH2:18]2)[CH2:8][C:9]([C:10]2[CH:15]=[CH:14][CH:13]=[CH:12][CH:11]=2)=[N:2][NH:1]1. The catalyst class is: 15. (5) Reactant: [Si]([O:8][CH2:9][C@H:10]1[CH2:19][C:18]2[C:13](=[CH:14][CH:15]=[CH:16][C:17]=2[CH2:20][CH2:21][C:22]([OH:25])([CH3:24])[CH3:23])[C@H:12]([CH3:26])[N:11]1C(OC(C)(C)C)=O)(C(C)(C)C)(C)C.[ClH:34]. Product: [ClH:34].[OH:8][CH2:9][C@H:10]1[CH2:19][C:18]2[C:13](=[CH:14][CH:15]=[CH:16][C:17]=2[CH2:20][CH2:21][C:22]([CH3:24])([OH:25])[CH3:23])[C@H:12]([CH3:26])[NH:11]1. The catalyst class is: 13. (6) Reactant: [CH3:1][CH2:2][CH:3](P(OCC)(OCC)=O)[C:4]([O:6][CH2:7][CH3:8])=[O:5].[H-].[Na+].[CH2:19]([O:23][C:24]1[CH:25]=[C:26]([CH:29]=[CH:30][C:31]=1[I:32])[CH:27]=O)[CH2:20][CH2:21][CH3:22].[Cl-].[NH4+]. Product: [CH2:19]([O:23][C:24]1[CH:25]=[C:26](/[CH:27]=[C:3](\[CH2:2][CH3:1])/[C:4]([O:6][CH2:7][CH3:8])=[O:5])[CH:29]=[CH:30][C:31]=1[I:32])[CH2:20][CH2:21][CH3:22]. The catalyst class is: 7.